Dataset: Reaction yield outcomes from USPTO patents with 853,638 reactions. Task: Predict the reaction yield, written as a fraction of the theoretical maximum amount of product (1.0 means a 100% yield; for example, 0.34 means a 34% yield). (1) The reactants are [CH3:1][O:2][C:3]1[CH:4]=[CH:5][C:6]([NH2:9])=[N:7][CH:8]=1.[CH2:10]([O:12][C:13]([N:15]=[C:16]=[S:17])=[O:14])[CH3:11]. The catalyst is O1CCOCC1. The product is [CH2:10]([O:12][C:13]([NH:15][C:16]([NH2:7])=[S:17])=[O:14])[CH3:11].[CH3:1][O:2][C:3]1[CH:4]=[CH:5][C:6]([NH2:9])=[N:7][CH:8]=1. The yield is 1.00. (2) The reactants are [Cl:1][C:2]1[CH:3]=[C:4]([C:9]2([C:26]([F:29])([F:28])[F:27])[CH2:13][CH2:12][N:11]([C:14]3[S:15][C:16]4[C:22](=[N:23]OC)[CH2:21][CH2:20][CH2:19][C:17]=4[N:18]=3)[CH2:10]2)[CH:5]=[C:6]([Cl:8])[CH:7]=1.[C:30](O[C:30](=[O:33])[CH2:31][CH3:32])(=[O:33])[CH2:31][CH3:32].[BH4-].[Na+].NCCNCCN. The catalyst is O.O.O.O.O.O.[Ni](Cl)Cl.C(OC)(C)(C)C.O.O1CCOCC1.CO. The product is [Cl:8][C:6]1[CH:5]=[C:4]([C:9]2([C:26]([F:28])([F:27])[F:29])[CH2:13][CH2:12][N:11]([C:14]3[S:15][C:16]4[CH:22]([NH:23][C:30](=[O:33])[CH2:31][CH3:32])[CH2:21][CH2:20][CH2:19][C:17]=4[N:18]=3)[CH2:10]2)[CH:3]=[C:2]([Cl:1])[CH:7]=1. The yield is 0.150. (3) The reactants are [F:1][C:2]1[CH:3]=[C:4]([C:8]2([CH:14]=O)[CH2:13][CH2:12][CH2:11][CH2:10][CH2:9]2)[CH:5]=[CH:6][CH:7]=1.[CH3:16][NH:17][CH3:18]. No catalyst specified. The product is [F:1][C:2]1[CH:3]=[C:4]([C:8]2([CH2:14][N:17]([CH3:18])[CH3:16])[CH2:13][CH2:12][CH2:11][CH2:10][CH2:9]2)[CH:5]=[CH:6][CH:7]=1. The yield is 0.390. (4) The reactants are C(OC([NH:8][C:9]1[S:13][C:12]([C:14]2[C:19]([F:20])=[CH:18][CH:17]=[CH:16][C:15]=2[F:21])=[N:11][C:10]=1[C:22]([NH:24][C:25]1[C:26]([N:34]2[CH2:39][CH2:38][CH2:37][C:36]([NH:41]C(=O)OC(C)(C)C)([CH3:40])[CH2:35]2)=[C:27]2[CH2:33][CH2:32][CH2:31][C:28]2=[N:29][CH:30]=1)=[O:23])=O)(C)(C)C.C(O)(C(F)(F)F)=O. The catalyst is C(Cl)Cl. The product is [NH2:8][C:9]1[S:13][C:12]([C:14]2[C:19]([F:20])=[CH:18][CH:17]=[CH:16][C:15]=2[F:21])=[N:11][C:10]=1[C:22]([NH:24][C:25]1[C:26]([N:34]2[CH2:39][CH2:38][CH2:37][C:36]([NH2:41])([CH3:40])[CH2:35]2)=[C:27]2[CH2:33][CH2:32][CH2:31][C:28]2=[N:29][CH:30]=1)=[O:23]. The yield is 0.590. (5) The reactants are C(Cl)(=O)C(Cl)=O.CS(C)=O.[F:11][C:12]1[CH:17]=[CH:16][CH:15]=[C:14]([CH2:18][OH:19])[C:13]=1[CH2:20][OH:21].C(N(CC)CC)C. The catalyst is ClCCl.ClCCl.CS(C)=O. The product is [F:11][C:12]1[CH:17]=[CH:16][CH:15]=[C:14]([CH:18]=[O:19])[C:13]=1[CH:20]=[O:21]. The yield is 0.730. (6) The reactants are [Br:1][C:2]1[CH:11]=[CH:10][C:5]([CH2:6][N:7]=[N+]=[N-])=[CH:4][CH:3]=1.C1(P(C2C=CC=CC=2)C2C=CC=CC=2)C=CC=CC=1. The catalyst is CO. The product is [Br:1][C:2]1[CH:11]=[CH:10][C:5]([CH2:6][NH2:7])=[CH:4][CH:3]=1. The yield is 0.630. (7) The catalyst is CCCCCC. The reactants are C(O[C:4](=[O:20])[C:5](=[CH:11][NH:12][C:13]1[CH2:18][CH2:17][CH2:16][C:15](=[O:19])[CH:14]=1)[C:6]([O:8][CH2:9][CH3:10])=[O:7])C.C1(OC2C=CC=CC=2)C=CC=CC=1. The product is [CH2:9]([O:8][C:6]([C:5]1[C:4](=[O:20])[C:14]2[C:15](=[O:19])[CH2:16][CH2:17][CH2:18][C:13]=2[NH:12][CH:11]=1)=[O:7])[CH3:10]. The yield is 0.720. (8) The reactants are O[CH2:2][C:3]([NH:6][C:7]([C:9]1[N:10]=[C:11]([C:31]2[C:36]([Cl:37])=[CH:35][CH:34]=[CH:33][C:32]=2[Cl:38])[N:12]([C:14]2[CH:19]=[CH:18][C:17]([C:20]3[CH:25]=[CH:24][CH:23]=[C:22]([S:26]([CH3:29])(=[O:28])=[O:27])[CH:21]=3)=[CH:16][C:15]=2[Cl:30])[CH:13]=1)=O)([CH3:5])[CH3:4].C1C=CC=CC=1.P12(SP3(SP(SP(S3)(S1)=S)(=S)S2)=S)=[S:46]. The catalyst is CCOC(C)=O. The product is [Cl:30][C:15]1[CH:16]=[C:17]([C:20]2[CH:25]=[CH:24][CH:23]=[C:22]([S:26]([CH3:29])(=[O:28])=[O:27])[CH:21]=2)[CH:18]=[CH:19][C:14]=1[N:12]1[CH:13]=[C:9]([C:7]2[S:46][CH2:2][C:3]([CH3:5])([CH3:4])[N:6]=2)[N:10]=[C:11]1[C:31]1[C:36]([Cl:37])=[CH:35][CH:34]=[CH:33][C:32]=1[Cl:38]. The yield is 0.170.